Dataset: Full USPTO retrosynthesis dataset with 1.9M reactions from patents (1976-2016). Task: Predict the reactants needed to synthesize the given product. (1) The reactants are: [I:1][C:2]1[C:6]([C:7](O)=[O:8])=[CH:5][N:4]([CH3:10])[N:3]=1.[Cl:11][C:12]1[CH:13]=[C:14]([C:19]2[C:20]([NH2:26])=[CH:21][CH:22]=[C:23]([F:25])[CH:24]=2)[CH:15]=[CH:16][C:17]=1[Cl:18].C(N(CC)C(C)C)(C)C.F[P-](F)(F)(F)(F)F.Br[P+](N1CCCC1)(N1CCCC1)N1CCCC1. Given the product [Cl:11][C:12]1[CH:13]=[C:14]([C:19]2[CH:24]=[C:23]([F:25])[CH:22]=[CH:21][C:20]=2[NH:26][C:7]([C:6]2[C:2]([I:1])=[N:3][N:4]([CH3:10])[CH:5]=2)=[O:8])[CH:15]=[CH:16][C:17]=1[Cl:18], predict the reactants needed to synthesize it. (2) Given the product [CH2:15]([O:13][C:12](=[O:14])[CH2:11][C:4]1[CH:5]=[CH:6][C:7]([N+:8]([O-:10])=[O:9])=[C:2]([OH:1])[CH:3]=1)[CH3:16], predict the reactants needed to synthesize it. The reactants are: [OH:1][C:2]1[CH:3]=[C:4]([CH2:11][C:12]([OH:14])=[O:13])[CH:5]=[CH:6][C:7]=1[N+:8]([O-:10])=[O:9].[CH2:15](O)[CH3:16]. (3) Given the product [CH2:1]([O:2][CH2:3][C@H:4]1[C@@H:6](/[CH:7]=[CH:8]/[C:9](/[CH3:16])=[CH:10]/[C:11]([O:13][CH2:14][CH3:15])=[O:12])[C@:5]1([CH3:31])[C:17]1[CH:26]=[CH:25][C:24]2[C:23]([CH3:28])([CH3:27])[CH2:22][CH2:21][C:20]([CH3:30])([CH3:29])[C:19]=2[CH:18]=1)[CH3:32], predict the reactants needed to synthesize it. The reactants are: [CH3:1][O:2][CH2:3][C@@H:4]1[C@H:6](/[CH:7]=[CH:8]/[C:9](/[CH3:16])=[CH:10]/[C:11]([O:13][CH2:14][CH3:15])=[O:12])[C@@:5]1([CH3:31])[C:17]1[CH:26]=[CH:25][C:24]2[C:23]([CH3:28])([CH3:27])[CH2:22][CH2:21][C:20]([CH3:30])([CH3:29])[C:19]=2[CH:18]=1.[CH2:32](OC[C@H]1[C@@H](C=O)[C@@]1(C)C1C=CC2C(C)(C)CCC(C)(C)C=2C=1)C. (4) Given the product [ClH:1].[Cl:1][C:2]1[CH:3]=[C:4]([S:9]([N:12]2[CH:25]([CH2:26][C:27]([NH:45][CH2:44][CH2:43][C:40]3[CH:41]=[CH:42][C:37]([C:33]4[NH:34][CH2:35][CH2:36][N:32]=4)=[CH:38][CH:39]=3)=[O:29])[C:24]3[C:19](=[CH:20][CH:21]=[CH:22][CH:23]=3)[C:18]3[CH:17]=[CH:16][CH:15]=[CH:14][C:13]2=3)(=[O:10])=[O:11])[CH:5]=[CH:6][C:7]=1[Cl:8], predict the reactants needed to synthesize it. The reactants are: [Cl:1][C:2]1[CH:3]=[C:4]([S:9]([N:12]2[CH:25]([CH2:26][C:27]([OH:29])=O)[C:24]3[C:19](=[CH:20][CH:21]=[CH:22][CH:23]=3)[C:18]3[CH:17]=[CH:16][CH:15]=[CH:14][C:13]2=3)(=[O:11])=[O:10])[CH:5]=[CH:6][C:7]=1[Cl:8].Cl.Cl.[NH:32]1[CH2:36][CH2:35][N:34]=[C:33]1[C:37]1[CH:42]=[CH:41][C:40]([CH2:43][CH2:44][NH2:45])=[CH:39][CH:38]=1.